Predict the reactants needed to synthesize the given product. From a dataset of Full USPTO retrosynthesis dataset with 1.9M reactions from patents (1976-2016). Given the product [ClH:1].[CH:2]1([N:5]([CH2:33][CH3:34])[CH2:6][CH2:7][NH:8][C:9]([N:11]2[CH2:16][CH2:15][N:14]3[C:17](=[O:32])[O:18][C:19]([C:20]4[CH:21]=[CH:22][CH:23]=[CH:24][CH:25]=4)([C:26]4[CH:31]=[CH:30][CH:29]=[CH:28][CH:27]=4)[CH:13]3[CH2:12]2)=[O:10])[CH2:4][CH2:3]1, predict the reactants needed to synthesize it. The reactants are: [ClH:1].[CH:2]1([NH:5][CH2:6][CH2:7][NH:8][C:9]([N:11]2[CH2:16][CH2:15][N:14]3[C:17](=[O:32])[O:18][C:19]([C:26]4[CH:31]=[CH:30][CH:29]=[CH:28][CH:27]=4)([C:20]4[CH:25]=[CH:24][CH:23]=[CH:22][CH:21]=4)[CH:13]3[CH2:12]2)=[O:10])[CH2:4][CH2:3]1.[CH2:33](N(CC)CC)[CH3:34].C(=O)C.C(O[BH-](OC(=O)C)OC(=O)C)(=O)C.[Na+].